The task is: Predict the reactants needed to synthesize the given product.. This data is from Full USPTO retrosynthesis dataset with 1.9M reactions from patents (1976-2016). Given the product [CH3:39][N:40]1[CH2:45][CH2:44][N:43]([C:5]([NH:6][C:7]2[N:8]=[C:9]3[CH:14]=[CH:13][C:12]([O:15][C:16]4[CH:21]=[CH:20][CH:19]=[C:18]([NH:22][C:23](=[O:34])[C:24]5[CH:29]=[CH:28][CH:27]=[C:26]([C:30]([F:33])([F:31])[F:32])[CH:25]=5)[CH:17]=4)=[N:11][N:10]3[CH:35]=2)=[O:4])[CH2:42][CH2:41]1, predict the reactants needed to synthesize it. The reactants are: ClC(Cl)(Cl)C[O:4][C:5](=O)[NH:6][C:7]1[N:8]=[C:9]2[CH:14]=[CH:13][C:12]([O:15][C:16]3[CH:21]=[CH:20][CH:19]=[C:18]([NH:22][C:23](=[O:34])[C:24]4[CH:29]=[CH:28][CH:27]=[C:26]([C:30]([F:33])([F:32])[F:31])[CH:25]=4)[CH:17]=3)=[N:11][N:10]2[CH:35]=1.[CH3:39][N:40]1[CH2:45][CH2:44][NH:43][CH2:42][CH2:41]1.C(N(C(C)C)C(C)C)(C)C.